Task: Predict the product of the given reaction.. Dataset: Forward reaction prediction with 1.9M reactions from USPTO patents (1976-2016) (1) The product is: [C:1]([O:5][C:6](=[O:25])[N:7]([CH2:9][C:10]1[CH:14]=[C:13]([C:32]2[CH:33]=[CH:34][C:29]([O:28][CH:27]([F:44])[F:26])=[CH:30][CH:31]=2)[N:12]([S:16]([C:19]2[CH:20]=[N:21][CH:22]=[CH:23][CH:24]=2)(=[O:18])=[O:17])[CH:11]=1)[CH3:8])([CH3:4])([CH3:3])[CH3:2]. Given the reactants [C:1]([O:5][C:6](=[O:25])[N:7]([CH2:9][C:10]1[CH:14]=[C:13](Br)[N:12]([S:16]([C:19]2[CH:20]=[N:21][CH:22]=[CH:23][CH:24]=2)(=[O:18])=[O:17])[CH:11]=1)[CH3:8])([CH3:4])([CH3:3])[CH3:2].[F:26][CH:27]([F:44])[O:28][C:29]1[CH:34]=[CH:33][C:32](B2OC(C)(C)C(C)(C)O2)=[CH:31][CH:30]=1.C(=O)([O-])[O-].[Na+].[Na+], predict the reaction product. (2) The product is: [C:20]([O:24][C:25]([N:5]1[CH2:1][CH:2]=[CH:3][C@H:4]1[C:6]([OH:8])=[O:7])=[O:26])([CH3:23])([CH3:22])[CH3:21]. Given the reactants [CH2:1]1[NH:5][C@H:4]([C:6]([OH:8])=[O:7])[CH:3]=[CH:2]1.C(=O)(O)[O-].[Na+].O1CCOCC1.[C:20]([O:24][C:25](O[C:25]([O:24][C:20]([CH3:23])([CH3:22])[CH3:21])=[O:26])=[O:26])([CH3:23])([CH3:22])[CH3:21], predict the reaction product. (3) The product is: [NH2:1][C:2]1[CH2:3][C:4]([C:14]([O:16][CH2:17][CH3:18])=[O:15])=[CH:5][C:6]2[CH:12]=[C:11]([C:29]3[CH:28]=[CH:27][C:26]([C:24]([N:19]4[CH2:20][CH2:21][CH2:22][CH2:23]4)=[O:25])=[CH:31][CH:30]=3)[CH:10]=[CH:9][C:7]=2[N:8]=1. Given the reactants [NH2:1][C:2]1[CH2:3][C:4]([C:14]([O:16][CH2:17][CH3:18])=[O:15])=[CH:5][C:6]2[CH:12]=[C:11](Br)[CH:10]=[CH:9][C:7]=2[N:8]=1.[N:19]1([C:24]([C:26]2[CH:31]=[CH:30][C:29](B(O)O)=[CH:28][CH:27]=2)=[O:25])[CH2:23][CH2:22][CH2:21][CH2:20]1.C(=O)([O-])[O-].[K+].[K+], predict the reaction product.